This data is from Catalyst prediction with 721,799 reactions and 888 catalyst types from USPTO. The task is: Predict which catalyst facilitates the given reaction. (1) Reactant: [F:1][C:2]1[CH:7]=[C:6]([O:8][CH2:9][CH:10]2[CH2:15][CH2:14][N:13]([CH2:16][C:17](O)([CH3:19])[CH3:18])[CH2:12][CH2:11]2)[CH:5]=[CH:4][C:3]=1[C:21]1[N:22]=[CH:23][C:24]([C:27]([O:29][CH3:30])=[O:28])=[N:25][CH:26]=1.CCN(S(F)(F)[F:37])CC.C([O-])(O)=O.[Na+]. Product: [F:1][C:2]1[CH:7]=[C:6]([O:8][CH2:9][CH:10]2[CH2:15][CH2:14][N:13]([CH2:16][C:17]([F:37])([CH3:19])[CH3:18])[CH2:12][CH2:11]2)[CH:5]=[CH:4][C:3]=1[C:21]1[N:22]=[CH:23][C:24]([C:27]([O:29][CH3:30])=[O:28])=[N:25][CH:26]=1. The catalyst class is: 2. (2) Reactant: [Br:1][C:2]1[CH:3]=[C:4]([F:11])[C:5]([C:8](O)=[O:9])=[N:6][CH:7]=1.S(Cl)([Cl:14])=O. Product: [Br:1][C:2]1[CH:3]=[C:4]([F:11])[C:5]([C:8]([Cl:14])=[O:9])=[N:6][CH:7]=1. The catalyst class is: 4. (3) Reactant: [CH3:1][O:2][CH:3]([O:20][CH3:21])[C:4]1[C:13]([CH2:14][N:15]([CH3:19])[C:16](=[O:18])[CH3:17])=[CH:12][C:11]2[CH2:10][CH2:9][CH2:8][NH:7][C:6]=2[N:5]=1.[C:22](=O)([O:30]C1C=CC=CC=1)[O:23][C:24]1[CH:29]=[CH:28][CH:27]=[CH:26][CH:25]=1.[Li+].C[Si]([N-][Si](C)(C)C)(C)C.[NH4+].[Cl-]. Product: [CH3:21][O:20][CH:3]([O:2][CH3:1])[C:4]1[N:5]=[C:6]2[C:11]([CH2:10][CH2:9][CH2:8][N:7]2[C:22]([O:23][C:24]2[CH:29]=[CH:28][CH:27]=[CH:26][CH:25]=2)=[O:30])=[CH:12][C:13]=1[CH2:14][N:15]([CH3:19])[C:16](=[O:18])[CH3:17]. The catalyst class is: 1. (4) Reactant: [CH:1]([C:4]1[CH:9]=[CH:8][C:7]([OH:10])=[CH:6][CH:5]=1)([CH3:3])[CH3:2].Cl.[CH3:12][CH2:13][O:14][CH2:15][CH3:16].C(OCC)=C. Product: [CH2:13]([O:14][CH:15]([O:10][C:7]1[CH:8]=[CH:9][C:4]([CH:1]([CH3:3])[CH3:2])=[CH:5][CH:6]=1)[CH3:16])[CH3:12]. The catalyst class is: 13.